This data is from Ames mutagenicity test results for genotoxicity prediction. The task is: Regression/Classification. Given a drug SMILES string, predict its toxicity properties. Task type varies by dataset: regression for continuous values (e.g., LD50, hERG inhibition percentage) or binary classification for toxic/non-toxic outcomes (e.g., AMES mutagenicity, cardiotoxicity, hepatotoxicity). Dataset: ames. (1) The compound is Cc1ccc(C(C)(C)C)c(O)c1C(O)c1ncc([N+](=O)[O-])n1C. The result is 0 (non-mutagenic). (2) The drug is O=C(/C=C/c1ccc(-c2ccccc2)cc1)c1ccccc1. The result is 0 (non-mutagenic).